Dataset: M1 muscarinic receptor antagonist screen with 61,756 compounds. Task: Binary Classification. Given a drug SMILES string, predict its activity (active/inactive) in a high-throughput screening assay against a specified biological target. (1) The drug is O=C(NC1CCCCC1)N1CCCc2c1cccc2. The result is 0 (inactive). (2) The drug is S(c1c2c(ccc1)cccc2C(O)=O)C(C)C(O)=O. The result is 0 (inactive).